From a dataset of Forward reaction prediction with 1.9M reactions from USPTO patents (1976-2016). Predict the product of the given reaction. The product is: [Br:22][C:23]1[CH:28]=[CH:27][CH:26]=[CH:25][C:24]=1[S:29]([N:9]1[CH2:10][CH2:11][CH:6]([C:4]2[N:3]=[CH:2][N:1]([S:29]([C:20]3[CH:19]=[CH:21][CH:25]=[CH:24][C:23]=3[Br:22])(=[O:31])=[O:30])[CH:5]=2)[CH2:7][CH2:8]1)(=[O:31])=[O:30]. Given the reactants [NH:1]1[CH:5]=[C:4]([CH:6]2[CH2:11][CH2:10][NH:9][CH2:8][CH2:7]2)[N:3]=[CH:2]1.Cl.CCN([CH:19]([CH3:21])[CH3:20])C(C)C.[Br:22][C:23]1[CH:28]=[CH:27][CH:26]=[CH:25][C:24]=1[S:29](Cl)(=[O:31])=[O:30], predict the reaction product.